Dataset: Full USPTO retrosynthesis dataset with 1.9M reactions from patents (1976-2016). Task: Predict the reactants needed to synthesize the given product. Given the product [Cl:1][C:2]1[CH:3]=[CH:4][C:5]([C:8]2[N:9]=[C:10]([CH2:24][O:25][CH2:26][C:27]3[CH:28]=[CH:29][C:30]([F:33])=[CH:31][CH:32]=3)[C:11]([C:21]([O:23][CH3:34])=[O:22])=[N:12][C:13]=2[C:14]2[CH:15]=[CH:16][C:17]([Cl:20])=[CH:18][CH:19]=2)=[CH:6][CH:7]=1, predict the reactants needed to synthesize it. The reactants are: [Cl:1][C:2]1[CH:7]=[CH:6][C:5]([C:8]2[N:9]=[C:10]([CH2:24][O:25][CH2:26][C:27]3[CH:32]=[CH:31][C:30]([F:33])=[CH:29][CH:28]=3)[C:11]([C:21]([OH:23])=[O:22])=[N:12][C:13]=2[C:14]2[CH:19]=[CH:18][C:17]([Cl:20])=[CH:16][CH:15]=2)=[CH:4][CH:3]=1.[CH3:34][Si](C=[N+]=[N-])(C)C.